Dataset: Forward reaction prediction with 1.9M reactions from USPTO patents (1976-2016). Task: Predict the product of the given reaction. (1) Given the reactants Cl[C:2]1[C:7]([C:8]([C:10]2[C:15]([CH:16]=[CH2:17])=[CH:14][N:13]=[C:12]([O:18][CH3:19])[CH:11]=2)=[O:9])=[CH:6][C:5]([Cl:20])=[CH:4][N:3]=1.[CH:21]([B-](F)(F)F)=[CH2:22].[K+], predict the reaction product. The product is: [Cl:20][C:5]1[CH:6]=[C:7]([C:8]([C:10]2[C:15]([CH:16]=[CH2:17])=[CH:14][N:13]=[C:12]([O:18][CH3:19])[CH:11]=2)=[O:9])[C:2]([CH:21]=[CH2:22])=[N:3][CH:4]=1. (2) The product is: [CH3:1][O:2][C:3](=[O:37])[C@@H:4]([NH:13][C:14]([C:16]1[N:17]=[CH:18][C:19]2[C:24]([CH:25]=1)=[CH:23][C:22]([O:26][C:27]1[CH:28]=[CH:29][C:30]([C:33]([CH3:34])([CH3:36])[CH3:35])=[CH:31][CH:32]=1)=[CH:21][CH:20]=2)=[O:15])[CH2:5][C:6]1[CH:7]=[CH:8][C:9]([O:12][CH2:43][CH:38]2[CH2:42][CH2:41][CH2:40][CH2:39]2)=[CH:10][CH:11]=1. Given the reactants [CH3:1][O:2][C:3](=[O:37])[C@@H:4]([NH:13][C:14]([C:16]1[N:17]=[CH:18][C:19]2[C:24]([CH:25]=1)=[CH:23][C:22]([O:26][C:27]1[CH:32]=[CH:31][C:30]([C:33]([CH3:36])([CH3:35])[CH3:34])=[CH:29][CH:28]=1)=[CH:21][CH:20]=2)=[O:15])[CH2:5][C:6]1[CH:11]=[CH:10][C:9]([OH:12])=[CH:8][CH:7]=1.[CH:38]1([CH2:43]O)[CH2:42][CH2:41][CH2:40][CH2:39]1.C1(P(C2C=CC=CC=2)C2C=CC=CC=2)C=CC=CC=1.CC(OC(/N=N/C(OC(C)C)=O)=O)C, predict the reaction product.